The task is: Predict the product of the given reaction.. This data is from Forward reaction prediction with 1.9M reactions from USPTO patents (1976-2016). (1) The product is: [C:29]([O:33][C:34](=[O:52])[CH:35]=[CH:58][C:57]1[S:53][C:54]2[CH:63]=[CH:62][CH:61]=[CH:60][C:55]=2[CH:56]=1)([CH3:32])([CH3:31])[CH3:30]. Given the reactants C[Si]([N-][Si](C)(C)C)(C)C.[K+].C1OCCOCCOCCOCCOCCOC1.[C:29]([O:33][C:34](=[O:52])[CH2:35]P(OC1C=CC=CC=1)(OC1C=CC=CC=1)=O)([CH3:32])([CH3:31])[CH3:30].[S:53]1[C:57]([CH:58]=O)=[CH:56][C:55]2[CH:60]=[CH:61][CH:62]=[CH:63][C:54]1=2, predict the reaction product. (2) Given the reactants [NH:1]1[C:9]2[C:4](=[CH:5][CH:6]=[CH:7][CH:8]=2)[C:3]([CH2:10][NH2:11])=[CH:2]1.[CH3:12][N:13]([CH3:27])[C:14]1([C:21]2[CH:26]=[CH:25][CH:24]=[CH:23][CH:22]=2)[CH2:19][CH2:18][C:17](=O)[CH2:16][CH2:15]1.ClCCCl.C(O)(=O)C, predict the reaction product. The product is: [NH:1]1[C:9]2[C:4](=[CH:5][CH:6]=[CH:7][CH:8]=2)[C:3]([CH2:10][NH:11][CH:17]2[CH2:16][CH2:15][C:14]([C:21]3[CH:22]=[CH:23][CH:24]=[CH:25][CH:26]=3)([N:13]([CH3:27])[CH3:12])[CH2:19][CH2:18]2)=[CH:2]1. (3) Given the reactants [NH2:1][C:2]1[C:3]([CH3:32])=[C:4]([C:8]2[N:9]=[C:10]([NH:16][C:17]3[CH:22]=[CH:21][C:20]([CH:23]4[C:28](=[O:29])[N:27]([CH3:30])[CH2:26][CH2:25][N:24]4[CH3:31])=[CH:19][CH:18]=3)[C:11](=[O:15])[N:12]([CH3:14])[CH:13]=2)[CH:5]=[CH:6][CH:7]=1.[O:33]=[C:34]1[C:39]2[S:40][C:41]([C:43](O)=[O:44])=[CH:42][C:38]=2[CH2:37][CH2:36][CH2:35]1.C(N(CC)C(C)C)(C)C.F[P-](F)(F)(F)(F)F.N1(O[P+](N(C)C)(N(C)C)N(C)C)C2C=CC=CC=2N=N1, predict the reaction product. The product is: [CH3:31][N:24]1[CH2:25][CH2:26][N:27]([CH3:30])[C:28](=[O:29])[CH:23]1[C:20]1[CH:19]=[CH:18][C:17]([NH:16][C:10]2[C:11](=[O:15])[N:12]([CH3:14])[CH:13]=[C:8]([C:4]3[C:3]([CH3:32])=[C:2]([NH:1][C:43]([C:41]4[S:40][C:39]5[C:34](=[O:33])[CH2:35][CH2:36][CH2:37][C:38]=5[CH:42]=4)=[O:44])[CH:7]=[CH:6][CH:5]=3)[N:9]=2)=[CH:22][CH:21]=1. (4) Given the reactants [Cl:1][C:2]1[CH:7]=[C:6](I)[CH:5]=[C:4]([Cl:9])[C:3]=1[NH:10][C:11]1[C:20]2[CH:21]=[CH:22][N:23]=[C:24]([O:25][CH2:26][CH3:27])[C:19]=2[C:18]2[C:13](=[CH:14][CH:15]=[N:16][CH:17]=2)[N:12]=1.[Cl:28][C:29]1[CH:34]=[C:33](I)[CH:32]=[C:31]([Cl:36])[C:30]=1[NH:37][C:38]1[C:47]2[CH:48]=[CH:49][N:50]=[C:51]([O:52][CH3:53])[C:46]=2[C:45]2[C:40](=[CH:41][CH:42]=[N:43][CH:44]=2)[N:39]=1.CN(C1C=CC=CN=1)C.C(N(C(C)C)CC)(C)C.[CH3:72][OH:73], predict the reaction product. The product is: [Cl:1][C:2]1[CH:7]=[C:6]([CH:5]=[C:4]([Cl:9])[C:3]=1[NH:10][C:11]1[C:20]2[CH:21]=[CH:22][N:23]=[C:24]([O:25][CH2:26][CH3:27])[C:19]=2[C:18]2[C:13](=[CH:14][CH:15]=[N:16][CH:17]=2)[N:12]=1)[C:51]([O:52][CH3:53])=[O:73].[Cl:28][C:29]1[CH:34]=[C:33]([CH:32]=[C:31]([Cl:36])[C:30]=1[NH:37][C:38]1[C:47]2[CH:48]=[CH:49][N:50]=[C:51]([O:52][CH3:53])[C:46]=2[C:45]2[C:40](=[CH:41][CH:42]=[N:43][CH:44]=2)[N:39]=1)[C:72]([O:25][CH3:24])=[O:73]. (5) Given the reactants Br[C:2]1[CH:3]=[C:4]2[CH2:10][CH2:9][N:8]([Si:11]([C:14]([CH3:17])([CH3:16])[CH3:15])([CH3:13])[CH3:12])[C:5]2=[N:6][CH:7]=1.C([Li])(C)(C)C.CCCCC.[C:28](=[O:30])=[O:29], predict the reaction product. The product is: [C:14]([Si:11]([CH3:13])([CH3:12])[N:8]1[C:5]2=[N:6][CH:7]=[C:2]([C:28]([OH:30])=[O:29])[CH:3]=[C:4]2[CH2:10][CH2:9]1)([CH3:17])([CH3:16])[CH3:15].